This data is from Reaction yield outcomes from USPTO patents with 853,638 reactions. The task is: Predict the reaction yield, written as a fraction of the theoretical maximum amount of product (1.0 means a 100% yield; for example, 0.34 means a 34% yield). The reactants are [CH3:1][O:2][C:3]1[CH:4]=[C:5]2[C:10](=[CH:11][C:12]=1[O:13][CH3:14])[N:9]=[CH:8][N:7]=[C:6]2[O:15][C:16]1[CH:22]=[CH:21][C:19]([NH2:20])=[CH:18][CH:17]=1.C(N(CC)CC)C.ClC(Cl)(O[C:34](=[O:40])OC(Cl)(Cl)Cl)Cl.[NH2:42][C:43]1[S:44][CH:45]=[CH:46][N:47]=1. The catalyst is C(Cl)(Cl)Cl.O. The product is [CH3:1][O:2][C:3]1[CH:4]=[C:5]2[C:10](=[CH:11][C:12]=1[O:13][CH3:14])[N:9]=[CH:8][N:7]=[C:6]2[O:15][C:16]1[CH:22]=[CH:21][C:19]([NH:20][C:34]([NH:42][C:43]2[S:44][CH:45]=[CH:46][N:47]=2)=[O:40])=[CH:18][CH:17]=1. The yield is 0.334.